Dataset: Reaction yield outcomes from USPTO patents with 853,638 reactions. Task: Predict the reaction yield, written as a fraction of the theoretical maximum amount of product (1.0 means a 100% yield; for example, 0.34 means a 34% yield). The reactants are [F:1][C:2]1[CH:7]=[CH:6][CH:5]=[C:4]([F:8])[C:3]=1[C:9]1[NH:13][CH:12]=[C:11]([CH:14]=[O:15])[CH:10]=1.[H-].[Na+].C1OCCOCCOCCOCCOC1.Cl.[N:34]1[CH:39]=[CH:38][CH:37]=[C:36]([S:40](Cl)(=[O:42])=[O:41])[CH:35]=1. The catalyst is O1CCCC1.[Cl-].[Na+].O. The product is [F:1][C:2]1[CH:7]=[CH:6][CH:5]=[C:4]([F:8])[C:3]=1[C:9]1[N:13]([S:40]([C:36]2[CH:35]=[N:34][CH:39]=[CH:38][CH:37]=2)(=[O:42])=[O:41])[CH:12]=[C:11]([CH:14]=[O:15])[CH:10]=1. The yield is 0.840.